This data is from Buchwald-Hartwig C-N cross coupling reaction yields with 55,370 reactions. The task is: Predict the reaction yield, written as a fraction of the theoretical maximum amount of product (1.0 means a 100% yield; for example, 0.34 means a 34% yield). The reactants are Ic1ccccn1.Cc1ccc(N)cc1.O=S(=O)(O[Pd]1c2ccccc2-c2ccccc2N~1)C(F)(F)F.CC(C)c1cc(C(C)C)c(-c2ccccc2P(C(C)(C)C)C(C)(C)C)c(C(C)C)c1.CN(C)C(=NC(C)(C)C)N(C)C.CCOC(=O)c1cc(C)no1. No catalyst specified. The product is Cc1ccc(Nc2ccccn2)cc1. The yield is 0.851.